This data is from Peptide-MHC class I binding affinity with 185,985 pairs from IEDB/IMGT. The task is: Regression. Given a peptide amino acid sequence and an MHC pseudo amino acid sequence, predict their binding affinity value. This is MHC class I binding data. (1) The peptide sequence is YHDPANWPL. The MHC is HLA-B58:01 with pseudo-sequence HLA-B58:01. The binding affinity (normalized) is 0.0847. (2) The peptide sequence is SSVSSFERF. The MHC is HLA-B58:01 with pseudo-sequence HLA-B58:01. The binding affinity (normalized) is 0.604. (3) The peptide sequence is AQRWANQIR. The MHC is HLA-A02:03 with pseudo-sequence HLA-A02:03. The binding affinity (normalized) is 0.368. (4) The peptide sequence is KQMYKTPTLK. The MHC is HLA-A68:01 with pseudo-sequence HLA-A68:01. The binding affinity (normalized) is 0.167.